This data is from Forward reaction prediction with 1.9M reactions from USPTO patents (1976-2016). The task is: Predict the product of the given reaction. (1) The product is: [F:11][C:7]1[CH:6]=[C:5]2[C:10]([C:2]([C:23]3[CH:22]=[N:21][CH:26]=[CH:25][CH:24]=3)=[CH:3][N:4]2[S:12]([C:15]2[CH:20]=[CH:19][CH:18]=[CH:17][CH:16]=2)(=[O:14])=[O:13])=[CH:9][CH:8]=1. Given the reactants Br[C:2]1[C:10]2[C:5](=[CH:6][C:7]([F:11])=[CH:8][CH:9]=2)[N:4]([S:12]([C:15]2[CH:20]=[CH:19][CH:18]=[CH:17][CH:16]=2)(=[O:14])=[O:13])[CH:3]=1.[N:21]1[CH:26]=[CH:25][CH:24]=[C:23](B(O)O)[CH:22]=1.[O-]P([O-])([O-])=O.[K+].[K+].[K+].COC1C=CC=C(OC)C=1C1C=CC=CC=1P(C1CCCCC1)C1CCCCC1, predict the reaction product. (2) Given the reactants [NH2:1][C:2]1[CH:3]=[CH:4][C:5]2[N:10]([CH3:11])[C:9](=[O:12])[O:8][C:7]([C:14]3[CH:19]=[CH:18][C:17]([Cl:20])=[CH:16][CH:15]=3)([CH3:13])[C:6]=2[CH:21]=1.[Cl:22][C:23]1[CH:28]=[CH:27][CH:26]=[C:25](I)[CH:24]=1.C1C=CC(P(C2C(C3C(P(C4C=CC=CC=4)C4C=CC=CC=4)=CC=C4C=3C=CC=C4)=C3C(C=CC=C3)=CC=2)C2C=CC=CC=2)=CC=1.CC(C)([O-])C.[Na+].C1OCCOCCOCCOCCOCCOC1, predict the reaction product. The product is: [Cl:20][C:17]1[CH:18]=[CH:19][C:14]([C:7]2([CH3:13])[C:6]3[CH:21]=[C:2]([NH:1][C:25]4[CH:26]=[CH:27][CH:28]=[C:23]([Cl:22])[CH:24]=4)[CH:3]=[CH:4][C:5]=3[N:10]([CH3:11])[C:9](=[O:12])[O:8]2)=[CH:15][CH:16]=1. (3) Given the reactants [F:1][CH:2]([F:41])[C:3]1[C:7]([C:8]2[CH:13]=[CH:12][C:11]([NH:14][C:15]3[C:19]4[CH2:20][N:21]([C:24](=[O:26])[CH3:25])[CH2:22][CH2:23][C:18]=4[N:17]([CH:27]4[CH2:31][CH2:30][O:29][CH2:28]4)[N:16]=3)=[C:10]([F:32])[CH:9]=2)=[CH:6][N:5](COCC[Si](C)(C)C)[N:4]=1.Cl.O1CCOCC1, predict the reaction product. The product is: [F:41][CH:2]([F:1])[C:3]1[C:7]([C:8]2[CH:13]=[CH:12][C:11]([NH:14][C:15]3[C:19]4[CH2:20][N:21]([C:24](=[O:26])[CH3:25])[CH2:22][CH2:23][C:18]=4[N:17]([CH:27]4[CH2:31][CH2:30][O:29][CH2:28]4)[N:16]=3)=[C:10]([F:32])[CH:9]=2)=[CH:6][NH:5][N:4]=1. (4) Given the reactants O[Li].O.[Br:4][C:5]1[CH:6]=[C:7]([C:20]([O:22]C)=[O:21])[N:8]([CH2:10][C:11]([C:13]2[CH:18]=[CH:17][C:16]([Cl:19])=[CH:15][CH:14]=2)=[O:12])[CH:9]=1, predict the reaction product. The product is: [Br:4][C:5]1[CH:6]=[C:7]([C:20]([OH:22])=[O:21])[N:8]([CH2:10][C:11]([C:13]2[CH:18]=[CH:17][C:16]([Cl:19])=[CH:15][CH:14]=2)=[O:12])[CH:9]=1. (5) Given the reactants [C:1]([N:4]1[C:12]2[CH:11]=[C:10]([C:13]([F:16])([F:15])[F:14])[CH:9]=[C:8]([C:17]([O:19][CH3:20])=[O:18])[C:7]=2[CH:6]=[N:5]1)(=O)[CH3:2].C(=O)([O-])[O-].[Cs+].[Cs+].Br[CH:28]1[CH2:32]CC[CH2:29]1, predict the reaction product. The product is: [CH:1]1([N:4]2[C:12]3[CH:11]=[C:10]([C:13]([F:16])([F:15])[F:14])[CH:9]=[C:8]([C:17]([O:19][CH3:20])=[O:18])[C:7]=3[CH:6]=[N:5]2)[CH2:32][CH2:28][CH2:29][CH2:2]1. (6) Given the reactants COC1C=C(OC)C=CC=1C[N:6]1[C:14]2[C:9](=[N:10][C:11]([C:15]3[N:19]4[CH:20]=[C:21]([C:24]#[N:25])[CH:22]=[CH:23][C:18]4=[N:17][CH:16]=3)=[N:12][CH:13]=2)[N:8]([CH:26]2[CH2:31][CH2:30][O:29][CH2:28][CH2:27]2)[C:7]1=[O:32].C1(SC)C=CC=CC=1.O.C(=O)([O-])[OH:49].[Na+], predict the reaction product. The product is: [O:32]=[C:7]1[NH:6][C:14]2[C:9](=[N:10][C:11]([C:15]3[N:19]4[CH:20]=[C:21]([C:24]([NH2:25])=[O:49])[CH:22]=[CH:23][C:18]4=[N:17][CH:16]=3)=[N:12][CH:13]=2)[N:8]1[CH:26]1[CH2:31][CH2:30][O:29][CH2:28][CH2:27]1. (7) Given the reactants CC1C=CC(S(O[CH2:12][CH2:13][N:14]([CH2:25][C@H:26]([OH:28])[CH3:27])[S:15]([C:18]2[CH:23]=[CH:22][C:21]([CH3:24])=[CH:20][CH:19]=2)(=[O:17])=[O:16])(=O)=O)=CC=1.[H-].[Na+].O, predict the reaction product. The product is: [CH3:27][C@H:26]1[O:28][CH2:12][CH2:13][N:14]([S:15]([C:18]2[CH:19]=[CH:20][C:21]([CH3:24])=[CH:22][CH:23]=2)(=[O:16])=[O:17])[CH2:25]1. (8) Given the reactants [Cl:1][C:2]1[CH:44]=[C:43]([CH3:45])[CH:42]=[C:41]([Cl:46])[C:3]=1[O:4][CH2:5][CH2:6][O:7][C:8]1[CH:13]=[CH:12][C:11]([CH2:14][CH:15]([C:25]2[CH:30]=[CH:29][C:28](B3OC(C)(C)C(C)(C)O3)=[CH:27][C:26]=2[CH3:40])[CH2:16][NH:17][C:18](=[O:24])[O:19][C:20]([CH3:23])([CH3:22])[CH3:21])=[CH:10][CH:9]=1.Br[C:48]1[CH:53]=[CH:52][CH:51]=[CH:50][C:49]=1[CH2:54][CH2:55][CH2:56][OH:57], predict the reaction product. The product is: [Cl:46][C:41]1[CH:42]=[C:43]([CH3:45])[CH:44]=[C:2]([Cl:1])[C:3]=1[O:4][CH2:5][CH2:6][O:7][C:8]1[CH:13]=[CH:12][C:11]([CH2:14][CH:15]([C:25]2[CH:30]=[CH:29][C:28]([C:48]3[CH:53]=[CH:52][CH:51]=[CH:50][C:49]=3[CH2:54][CH2:55][CH2:56][OH:57])=[CH:27][C:26]=2[CH3:40])[CH2:16][NH:17][C:18](=[O:24])[O:19][C:20]([CH3:22])([CH3:23])[CH3:21])=[CH:10][CH:9]=1.